Dataset: CYP2C9 inhibition data for predicting drug metabolism from PubChem BioAssay. Task: Regression/Classification. Given a drug SMILES string, predict its absorption, distribution, metabolism, or excretion properties. Task type varies by dataset: regression for continuous measurements (e.g., permeability, clearance, half-life) or binary classification for categorical outcomes (e.g., BBB penetration, CYP inhibition). Dataset: cyp2c9_veith. (1) The drug is CCN1C(=O)[C@H]2CC[C@H]3/C(=N\O[C@@H]4O[C@H](COC(C)=O)[C@@H](OC(C)=O)[C@H](OC(C)=O)[C@H]4OC(C)=O)C[C@@H](O)[C@@H](O)[C@@H]3[C@@H]2C1=O. The result is 0 (non-inhibitor). (2) The molecule is Cc1cc(C)c2cc(C#N)c(NCCOC(=O)c3ccccc3C)nc2c1. The result is 1 (inhibitor). (3) The drug is COC(=O)CC1C(=O)NCCN1C(=O)Nc1ccc(Cl)cc1. The result is 0 (non-inhibitor). (4) The molecule is O=C(Oc1ccc2cc(Br)ccc2c1)c1cccnc1. The result is 0 (non-inhibitor). (5) The molecule is CCOc1ccc(N2CC(=O)N(c3ccc(OCC)cc3)CC2=O)cc1. The result is 0 (non-inhibitor). (6) The compound is COc1ccc(-n2c(N)c(C(=O)NCc3ccco3)sc2=S)cc1. The result is 1 (inhibitor). (7) The drug is COc1ccc2[nH]cc(CCNc3ncncc3-c3ccccc3C(F)(F)F)c2c1. The result is 1 (inhibitor).